From a dataset of Reaction yield outcomes from USPTO patents with 853,638 reactions. Predict the reaction yield, written as a fraction of the theoretical maximum amount of product (1.0 means a 100% yield; for example, 0.34 means a 34% yield). (1) The reactants are [Br:1][C:2]1[CH:3]=[CH:4][C:5]([NH2:8])=[N:6][CH:7]=1.[C:9](OC(=O)C)(=[O:11])[CH3:10]. The catalyst is C1COCC1. The product is [Br:1][C:2]1[CH:3]=[CH:4][C:5]([NH:8][C:9](=[O:11])[CH3:10])=[N:6][CH:7]=1. The yield is 0.800. (2) The product is [Cl:27][C:28]1[CH:33]=[CH:32][C:31]([C:34]([NH:36][C:37]([NH:4][C:3]2[CH:5]=[CH:6][C:7]([O:9][C:10]3[C:19]4[C:14](=[CH:15][C:16]([O:22][CH3:23])=[C:17]([O:20][CH3:21])[CH:18]=4)[N:13]=[CH:12][CH:11]=3)=[CH:8][C:2]=2[Cl:1])=[S:38])=[O:35])=[CH:30][CH:29]=1. The yield is 0.610. The catalyst is C1(C)C=CC=CC=1. The reactants are [Cl:1][C:2]1[CH:8]=[C:7]([O:9][C:10]2[C:19]3[C:14](=[CH:15][C:16]([O:22][CH3:23])=[C:17]([O:20][CH3:21])[CH:18]=3)[N:13]=[CH:12][CH:11]=2)[CH:6]=[CH:5][C:3]=1[NH2:4].C(O)C.[Cl:27][C:28]1[CH:33]=[CH:32][C:31]([C:34]([N:36]=[C:37]=[S:38])=[O:35])=[CH:30][CH:29]=1. (3) The reactants are [F:1][C:2]1[CH:7]=[C:6]([C:8]2[CH:13]=[CH:12][N:11]=[C:10]3[NH:14][C:15]([C:17]4[CH:22]=[CH:21][C:20]([C:23]5[CH2:24][CH2:25][N:26]([CH3:29])[CH2:27][CH:28]=5)=[CH:19][N:18]=4)=[N:16][C:9]=23)[CH:5]=[CH:4][C:3]=1[CH2:30][NH:31][C:32](=O)[O:33]C(C)(C)C.[C:39]([C:43]1[O:47][N:46]=[C:45](C(OCC)=O)[N:44]=1)([CH3:42])([CH3:41])[CH3:40]. No catalyst specified. The product is [C:39]([C:43]1[O:47][N:46]=[C:45]([C:32]([NH:31][CH2:30][C:3]2[CH:4]=[CH:5][C:6]([C:8]3[CH:13]=[CH:12][N:11]=[C:10]4[NH:14][C:15]([C:17]5[CH:22]=[CH:21][C:20]([CH:23]6[CH2:28][CH2:27][N:26]([CH3:29])[CH2:25][CH2:24]6)=[CH:19][N:18]=5)=[N:16][C:9]=34)=[CH:7][C:2]=2[F:1])=[O:33])[N:44]=1)([CH3:42])([CH3:41])[CH3:40]. The yield is 0.0600. (4) The reactants are [C:1]([C:3]1[CH:8]=[CH:7][CH:6]=[CH:5][C:4]=1[C:9]1[CH:14]=[CH:13][C:12]([CH2:15][CH:16]([C:22](=O)[CH2:23][CH2:24][CH3:25])[C:17](OCC)=[O:18])=[CH:11][CH:10]=1)#[N:2].[CH3:27][O:28][CH2:29][CH:30]([NH:32][C:33]1[NH:37][C:36]([CH3:38])=[N:35][N:34]=1)[CH3:31]. No catalyst specified. The product is [CH3:27][O:28][CH2:29][CH:30]([N:32]1[C:17](=[O:18])[C:16]([CH2:15][C:12]2[CH:13]=[CH:14][C:9]([C:4]3[C:3]([C:1]#[N:2])=[CH:8][CH:7]=[CH:6][CH:5]=3)=[CH:10][CH:11]=2)=[C:22]([CH2:23][CH2:24][CH3:25])[N:34]2[N:35]=[C:36]([CH3:38])[N:37]=[C:33]12)[CH3:31]. The yield is 0.520. (5) The reactants are [S:1]1[CH:5]=[C:4]([NH:6][C:7](=[O:13])[O:8][C:9]([CH3:12])([CH3:11])[CH3:10])[N:3]=[CH:2]1.C([O-])([O-])=O.[Cs+].[Cs+].Cl[CH2:21][C:22]1[CH:27]=[CH:26][C:25]([O:28][CH3:29])=[CH:24][CH:23]=1.O. The catalyst is CN(C=O)C. The product is [CH3:29][O:28][C:25]1[CH:26]=[CH:27][C:22]([CH2:21][N:6]([C:4]2[N:3]=[CH:2][S:1][CH:5]=2)[C:7](=[O:13])[O:8][C:9]([CH3:10])([CH3:12])[CH3:11])=[CH:23][CH:24]=1. The yield is 0.800. (6) The reactants are Br[C:2]1[CH:3]=[C:4]([NH:8][C:9](=[O:19])[O:10][CH:11]2[CH:16]3[CH2:17][CH2:18][N:13]([CH2:14][CH2:15]3)[CH2:12]2)[CH:5]=[CH:6][CH:7]=1.[CH3:20][O:21][C:22]1[CH:27]=[CH:26][CH:25]=[CH:24][C:23]=1B(O)O. No catalyst specified. The product is [CH3:20][O:21][C:22]1[CH:27]=[CH:26][CH:25]=[CH:24][C:23]=1[C:2]1[CH:7]=[CH:6][CH:5]=[C:4]([NH:8][C:9](=[O:19])[O:10][CH:11]2[CH:16]3[CH2:17][CH2:18][N:13]([CH2:14][CH2:15]3)[CH2:12]2)[CH:3]=1. The yield is 0.580. (7) The reactants are S(Cl)([Cl:3])=O.O[CH2:6][C:7]1[O:15][C:14]2[C:9](=[N:10][CH:11]=[CH:12][C:13]=2[C:16]2[CH:17]=[C:18]([CH:24]=[CH:25][CH:26]=2)[C:19]([O:21][CH2:22][CH3:23])=[O:20])[CH:8]=1. The catalyst is ClCCl. The product is [Cl:3][CH2:6][C:7]1[O:15][C:14]2[C:9](=[N:10][CH:11]=[CH:12][C:13]=2[C:16]2[CH:17]=[C:18]([CH:24]=[CH:25][CH:26]=2)[C:19]([O:21][CH2:22][CH3:23])=[O:20])[CH:8]=1. The yield is 0.870.